From a dataset of Full USPTO retrosynthesis dataset with 1.9M reactions from patents (1976-2016). Predict the reactants needed to synthesize the given product. (1) Given the product [CH2:7]([NH:9][C:10]([N:17]1[C:13]([CH3:12])=[CH:14][C:15]([O:18][C:19]2[CH:20]=[CH:21][C:22]([N+:25]([O-:27])=[O:26])=[CH:23][CH:24]=2)=[N:16]1)=[O:11])[CH3:8], predict the reactants needed to synthesize it. The reactants are: C(=O)([O-])[O-].[K+].[K+].[CH2:7]([N:9]=[C:10]=[O:11])[CH3:8].[CH3:12][C:13]1[NH:17][N:16]=[C:15]([O:18][C:19]2[CH:24]=[CH:23][C:22]([N+:25]([O-:27])=[O:26])=[CH:21][CH:20]=2)[CH:14]=1.Cl. (2) The reactants are: C[O:2][C:3]([C:5]1[S:6][C:7]([C:30]2[CH2:35][CH2:34][CH2:33][CH2:32][CH:31]=2)=[CH:8][C:9]=1[N:10]([CH:20]1[CH2:25][CH2:24][N:23]([CH2:26][CH:27]([F:29])[F:28])[CH2:22][CH2:21]1)[C:11]([C@H:13]1[CH2:18][CH2:17][C@H:16]([CH3:19])[CH2:15][CH2:14]1)=[O:12])=[O:4].[Li+].[OH-].O. Given the product [C:30]1([C:7]2[S:6][C:5]([C:3]([OH:4])=[O:2])=[C:9]([N:10]([CH:20]3[CH2:21][CH2:22][N:23]([CH2:26][CH:27]([F:28])[F:29])[CH2:24][CH2:25]3)[C:11]([C@H:13]3[CH2:14][CH2:15][C@H:16]([CH3:19])[CH2:17][CH2:18]3)=[O:12])[CH:8]=2)[CH2:35][CH2:34][CH2:33][CH2:32][CH:31]=1, predict the reactants needed to synthesize it. (3) Given the product [C:15]1([S:12]([CH2:11][C:5]2[CH:6]=[CH:7][CH:8]=[CH:9][C:4]=2[N+:1]([O-:3])=[O:2])(=[O:14])=[O:13])[CH:20]=[CH:19][CH:18]=[CH:17][CH:16]=1, predict the reactants needed to synthesize it. The reactants are: [N+:1]([C:4]1[CH:9]=[CH:8][CH:7]=[CH:6][CH:5]=1)([O-:3])=[O:2].Cl[CH2:11][S:12]([C:15]1[CH:20]=[CH:19][CH:18]=[CH:17][CH:16]=1)(=[O:14])=[O:13].CC([O-])(C)C.[K+].C1COCC1.C(O)(=O)C. (4) Given the product [Cl:1][C:2]1[CH:3]=[CH:4][C:5]2[N:6]([C:13]([CH:12]([F:11])[C:44]3[CH:45]=[C:46]4[C:41](=[CH:42][CH:43]=3)[N:40]=[CH:39][CH:28]=[CH:27]4)=[N:9][N:8]=2)[N:7]=1, predict the reactants needed to synthesize it. The reactants are: [Cl:1][C:2]1[N:7]=[N:6][C:5]([NH:8][NH2:9])=[CH:4][CH:3]=1.Cl.[F:11][C:12]1(CC(O)=O)C=CC2N=CC=CC=2[CH2:13]1.N1C=CC=[CH:28][CH:27]=1.C1(N=[C:39]=[N:40][CH:41]2[CH2:46][CH2:45][CH2:44][CH2:43][CH2:42]2)CCCCC1. (5) Given the product [Br:1][C:2]1[CH:7]=[CH:6][CH:5]=[C:4]([O:8][C:9]([F:12])([F:11])[F:10])[C:3]=1[CH2:13][Br:16], predict the reactants needed to synthesize it. The reactants are: [Br:1][C:2]1[CH:7]=[CH:6][CH:5]=[C:4]([O:8][C:9]([F:12])([F:11])[F:10])[C:3]=1[CH2:13]O.P(Br)(Br)[Br:16].C(=O)(O)[O-].[Na+]. (6) Given the product [CH3:23][N:19]1[CH2:20][CH2:21][CH2:22][N:16]([C:14]([CH:12]2[CH2:13][N:10]([C:8]([C:5]3[CH:6]=[N:7][C:2]([CH3:1])=[CH:3][CH:4]=3)=[O:9])[CH2:11]2)=[O:15])[CH2:17][CH2:18]1, predict the reactants needed to synthesize it. The reactants are: [CH3:1][C:2]1[N:7]=[CH:6][C:5]([C:8]([N:10]2[CH2:13][CH:12]([C:14]([N:16]3[CH2:22][CH2:21][CH2:20][NH:19][CH2:18][CH2:17]3)=[O:15])[CH2:11]2)=[O:9])=[CH:4][CH:3]=1.[CH2:23]=O.